This data is from NCI-60 drug combinations with 297,098 pairs across 59 cell lines. The task is: Regression. Given two drug SMILES strings and cell line genomic features, predict the synergy score measuring deviation from expected non-interaction effect. (1) Drug 1: C1=NC(=NC(=O)N1C2C(C(C(O2)CO)O)O)N. Drug 2: C(CC(=O)O)C(=O)CN.Cl. Cell line: EKVX. Synergy scores: CSS=5.39, Synergy_ZIP=-1.81, Synergy_Bliss=4.61, Synergy_Loewe=-1.46, Synergy_HSA=-0.474. (2) Drug 1: CCN(CC)CCNC(=O)C1=C(NC(=C1C)C=C2C3=C(C=CC(=C3)F)NC2=O)C. Drug 2: C(=O)(N)NO. Cell line: BT-549. Synergy scores: CSS=4.49, Synergy_ZIP=-0.617, Synergy_Bliss=1.26, Synergy_Loewe=0.539, Synergy_HSA=0.160. (3) Drug 1: CC1OCC2C(O1)C(C(C(O2)OC3C4COC(=O)C4C(C5=CC6=C(C=C35)OCO6)C7=CC(=C(C(=C7)OC)O)OC)O)O. Drug 2: C1CN(CCN1C(=O)CCBr)C(=O)CCBr. Cell line: NCI-H226. Synergy scores: CSS=13.0, Synergy_ZIP=-5.98, Synergy_Bliss=-5.25, Synergy_Loewe=-4.90, Synergy_HSA=-3.53. (4) Drug 1: C1CCN(CC1)CCOC2=CC=C(C=C2)C(=O)C3=C(SC4=C3C=CC(=C4)O)C5=CC=C(C=C5)O. Drug 2: CC(C)NC(=O)C1=CC=C(C=C1)CNNC.Cl. Cell line: OVCAR-5. Synergy scores: CSS=-1.26, Synergy_ZIP=0.271, Synergy_Bliss=-1.98, Synergy_Loewe=-6.55, Synergy_HSA=-5.39.